Dataset: CYP2C19 inhibition data for predicting drug metabolism from PubChem BioAssay. Task: Regression/Classification. Given a drug SMILES string, predict its absorption, distribution, metabolism, or excretion properties. Task type varies by dataset: regression for continuous measurements (e.g., permeability, clearance, half-life) or binary classification for categorical outcomes (e.g., BBB penetration, CYP inhibition). Dataset: cyp2c19_veith. (1) The compound is CCCCCCCNS(=O)(=O)c1cccc2c(Cl)cccc12. The result is 1 (inhibitor). (2) The molecule is CCNc1ncc2nc(-c3ccc(Cl)cc3)c(=O)n(-c3ccc(OC)cc3)c2n1. The result is 0 (non-inhibitor). (3) The result is 0 (non-inhibitor). The compound is CC(C)CO/N=C1/C[C@@H](O)[C@@H](O)[C@H]2[C@@H]1CC[C@H]1C(=O)N(c3ccc(F)cc3F)C(=O)[C@H]21.